Predict the product of the given reaction. From a dataset of Forward reaction prediction with 1.9M reactions from USPTO patents (1976-2016). (1) The product is: [Br:1][C:2]1[C:3]([O:13][CH2:21][CH3:22])=[C:4]([C:10](=[O:12])[CH3:11])[CH:5]=[C:6]([Cl:9])[C:7]=1[CH3:8]. Given the reactants [Br:1][C:2]1[C:3]([OH:13])=[C:4]([C:10](=[O:12])[CH3:11])[CH:5]=[C:6]([Cl:9])[C:7]=1[CH3:8].C(=O)([O-])[O-].[K+].[K+].I[CH2:21][CH3:22].O, predict the reaction product. (2) Given the reactants [C:1]([C:3]1[N:7]2[N:8]=[C:9]([C:12]3[CH:17]=[CH:16][C:15]([C:18]([N:20]4[CH2:25][CH2:24][N:23]([CH3:26])[CH2:22][CH2:21]4)=[O:19])=[CH:14][CH:13]=3)[CH:10]=[CH:11][C:6]2=[N:5][CH:4]=1)#[CH:2].I[C:28]1[CH:33]=[CH:32][C:31]([NH:34][C:35](=[O:37])[CH3:36])=[CH:30][CH:29]=1, predict the reaction product. The product is: [CH3:26][N:23]1[CH2:22][CH2:21][N:20]([C:18]([C:15]2[CH:14]=[CH:13][C:12]([C:9]3[CH:10]=[CH:11][C:6]4[N:7]([C:3]([C:1]#[C:2][C:28]5[CH:33]=[CH:32][C:31]([NH:34][C:35](=[O:37])[CH3:36])=[CH:30][CH:29]=5)=[CH:4][N:5]=4)[N:8]=3)=[CH:17][CH:16]=2)=[O:19])[CH2:25][CH2:24]1. (3) Given the reactants [N:1]([CH2:4][C@@H:5]([OH:21])[CH2:6][N:7]([CH3:20])[S:8]([C:11]1[CH:16]=[CH:15][CH:14]=[CH:13][C:12]=1[N+:17]([O-:19])=[O:18])(=[O:10])=[O:9])=[N+]=[N-].C1C=CC(P(C2C=CC=CC=2)C2C=CC=CC=2)=CC=1, predict the reaction product. The product is: [NH2:1][CH2:4][C@@H:5]([OH:21])[CH2:6][N:7]([CH3:20])[S:8]([C:11]1[CH:16]=[CH:15][CH:14]=[CH:13][C:12]=1[N+:17]([O-:19])=[O:18])(=[O:10])=[O:9].